From a dataset of Reaction yield outcomes from USPTO patents with 853,638 reactions. Predict the reaction yield, written as a fraction of the theoretical maximum amount of product (1.0 means a 100% yield; for example, 0.34 means a 34% yield). (1) The reactants are [C:1](Cl)(=O)C.[CH2:5]([C:7]1[C:8]([O:18]C)=[N:9][C:10]([CH3:17])=[C:11]([CH:16]=1)[C:12](NO)=N)C.[N:20]1[CH:25]=[CH:24][CH:23]=[CH:22][CH:21]=1. No catalyst specified. The product is [CH3:17][C:10]1[NH:9][C:8](=[O:18])[C:7]([CH3:5])=[CH:16][C:11]=1[C:12]1[CH:1]=[C:24]([CH:23]=[CH:22][CH:21]=1)[C:25]#[N:20]. The yield is 0.200. (2) The reactants are [C:1]([C:3]1[CH:8]=[CH:7][C:6]([Br:9])=[CH:5][N:4]=1)#[N:2].[N-:10]=[N+:11]=[N-:12].[Na+].[Cl-].[NH4+].O. The catalyst is CN(C)C=O. The product is [NH:10]1[C:1]([C:3]2[CH:8]=[CH:7][C:6]([Br:9])=[CH:5][N:4]=2)=[N:2][N:12]=[N:11]1. The yield is 0.850.